Predict which catalyst facilitates the given reaction. From a dataset of Catalyst prediction with 721,799 reactions and 888 catalyst types from USPTO. (1) Reactant: [OH-].[Li+].[Br:3][C:4]1[CH:5]=[CH:6][C:7]([O:22][CH2:23][C:24]2[CH:29]=[CH:28][C:27]([C:30]#[N:31])=[CH:26][CH:25]=2)=[C:8]([CH:21]=1)[C:9]([O:11]CC1C=CC(C#N)=CC=1)=[O:10]. Product: [Br:3][C:4]1[CH:5]=[CH:6][C:7]([O:22][CH2:23][C:24]2[CH:25]=[CH:26][C:27]([C:30]#[N:31])=[CH:28][CH:29]=2)=[C:8]([CH:21]=1)[C:9]([OH:11])=[O:10]. The catalyst class is: 90. (2) Reactant: [C:1]([O:5][C:6](=[O:26])[NH:7][C:8]1[CH:9]=[C:10]2[CH:16]=[CH:15][N:14]([S:17]([C:20]3[CH:25]=[CH:24][CH:23]=[CH:22][CH:21]=3)(=[O:19])=[O:18])[C:11]2=[N:12][CH:13]=1)([CH3:4])([CH3:3])[CH3:2].C([N-]C(C)C)(C)C.[Li+].C([Li])CCC.CCCCCC.C(NC(C)C)(C)C.[O:53]1[CH2:58][CH2:57][CH:56]([CH2:59][CH:60]=[O:61])[CH2:55][CH2:54]1. Product: [C:1]([O:5][C:6](=[O:26])[NH:7][C:8]1[CH:9]=[C:10]2[CH:16]=[C:15]([CH:60]([OH:61])[CH2:59][CH:56]3[CH2:57][CH2:58][O:53][CH2:54][CH2:55]3)[N:14]([S:17]([C:20]3[CH:25]=[CH:24][CH:23]=[CH:22][CH:21]=3)(=[O:19])=[O:18])[C:11]2=[N:12][CH:13]=1)([CH3:4])([CH3:2])[CH3:3]. The catalyst class is: 7.